This data is from Catalyst prediction with 721,799 reactions and 888 catalyst types from USPTO. The task is: Predict which catalyst facilitates the given reaction. Reactant: Cl[C:2]1[N:7]=[C:6]([NH:8][C:9]2[CH:14]=[CH:13][CH:12]=[CH:11][C:10]=2[S:15]([CH:18]([CH3:20])[CH3:19])(=[O:17])=[O:16])[C:5]([Cl:21])=[CH:4][N:3]=1.[CH2:22]([N:29]1[CH2:34][CH2:33][P:32]([C:36]2[CH:42]=[CH:41][C:39]([NH2:40])=[C:38]([O:43][CH3:44])[CH:37]=2)(=[O:35])[CH2:31][CH2:30]1)[C:23]1[CH:28]=[CH:27][CH:26]=[CH:25][CH:24]=1.Cl.[OH-].[Na+]. Product: [CH2:22]([N:29]1[CH2:30][CH2:31][P:32]([C:36]2[CH:42]=[CH:41][C:39]([NH:40][C:2]3[N:7]=[C:6]([NH:8][C:9]4[CH:14]=[CH:13][CH:12]=[CH:11][C:10]=4[S:15]([CH:18]([CH3:20])[CH3:19])(=[O:17])=[O:16])[C:5]([Cl:21])=[CH:4][N:3]=3)=[C:38]([O:43][CH3:44])[CH:37]=2)(=[O:35])[CH2:33][CH2:34]1)[C:23]1[CH:28]=[CH:27][CH:26]=[CH:25][CH:24]=1. The catalyst class is: 141.